The task is: Predict the product of the given reaction.. This data is from Forward reaction prediction with 1.9M reactions from USPTO patents (1976-2016). (1) Given the reactants C(OC(=O)COC1C=CC(SC2C=CC(CO)=CC=2Cl)=CC=1C)C.[CH2:25]([O:27][C:28](=[O:49])[CH2:29][O:30][C:31]1[CH:36]=[C:35]([CH3:37])[C:34]([S:38][C:39]2[CH:44]=[CH:43][C:42]([CH:45]=[O:46])=[CH:41][C:40]=2[Cl:47])=[CH:33][C:32]=1[CH3:48])[CH3:26], predict the reaction product. The product is: [CH2:25]([O:27][C:28](=[O:49])[CH2:29][O:30][C:31]1[CH:36]=[C:35]([CH3:37])[C:34]([S:38][C:39]2[CH:44]=[CH:43][C:42]([CH2:45][OH:46])=[CH:41][C:40]=2[Cl:47])=[CH:33][C:32]=1[CH3:48])[CH3:26]. (2) Given the reactants [CH:1]1([C:4](Cl)=[O:5])[CH2:3][CH2:2]1.[N:7]1[C:16]2[C:11](=[CH:12][CH:13]=[CH:14][CH:15]=2)[CH:10]=[C:9]([C:17]2[CH:18]=[C:19]3[C:25]([NH2:26])=[N:24][NH:23][C:20]3=[CH:21][N:22]=2)[CH:8]=1, predict the reaction product. The product is: [N:7]1[C:16]2[C:11](=[CH:12][CH:13]=[CH:14][CH:15]=2)[CH:10]=[C:9]([C:17]2[CH:18]=[CH:19][C:20]3[NH:23][N:24]=[C:25]([NH:26][C:4]([CH:1]4[CH2:3][CH2:2]4)=[O:5])[C:21]=3[N:22]=2)[CH:8]=1. (3) Given the reactants [C:1]([C:3]1[CH:8]=[CH:7][C:6]([CH:9]([C:11]2[CH:16]=[CH:15][C:14]([F:17])=[CH:13][CH:12]=2)O)=[C:5]([CH2:18][OH:19])[CH:4]=1)#[N:2].C1(C)C=CC=CC=1.CO, predict the reaction product. The product is: [C:1]([C:3]1[CH:4]=[C:5]2[C:6](=[CH:7][CH:8]=1)[CH:9]([C:11]1[CH:12]=[CH:13][C:14]([F:17])=[CH:15][CH:16]=1)[O:19][CH2:18]2)#[N:2]. (4) Given the reactants [C:1]([CH:3]([C:8]1[C:17]2[C:12](=[CH:13][CH:14]=[C:15]([O:18][CH3:19])[CH:16]=2)[CH:11]=[CH:10][CH:9]=1)[C:4]([O:6][CH3:7])=[O:5])#[N:2].C(=O)([O-])[O-].[K+].[K+].Br[CH2:27][C:28]([O:30][CH3:31])=[O:29], predict the reaction product. The product is: [C:1]([C:3]([C:8]1[C:17]2[C:12](=[CH:13][CH:14]=[C:15]([O:18][CH3:19])[CH:16]=2)[CH:11]=[CH:10][CH:9]=1)([CH2:27][C:28]([O:30][CH3:31])=[O:29])[C:4]([O:6][CH3:7])=[O:5])#[N:2]. (5) The product is: [F:1][C:2]1[CH:7]=[CH:6][C:5]([F:8])=[CH:4][C:3]=1[C@H:9]1[CH2:13][CH2:12][CH2:11][N:10]1[C:14]1[CH:19]=[CH:18][N:17]2[N:20]=[CH:21][C:33]([C:32]([N:31]3[CH2:30][C:35]([OH:34])([CH2:42][OH:41])[CH2:36]3)=[O:43])=[C:16]2[CH:15]=1. Given the reactants [F:1][C:2]1[CH:7]=[CH:6][C:5]([F:8])=[CH:4][C:3]=1[C@H:9]1[CH2:13][CH2:12][CH2:11][N:10]1[C:14]1[CH:19]=[CH:18][N:17]2[N:20]=[CH:21]C(C(N3CC(=C)C3)=O)=[C:16]2[CH:15]=1.[CH3:30][N+:31]1([O-])[CH2:36][CH2:35][O:34][CH2:33][CH2:32]1.C1[CH2:42][O:41]CC1.[OH2:43], predict the reaction product. (6) Given the reactants [CH:1]1([CH2:6][NH:7][C:8]2[CH:13]=[CH:12][C:11]([F:14])=[C:10]([F:15])[CH:9]=2)[CH2:5][CH2:4][CH2:3][CH2:2]1.FC1C=C(C=CC=1F)N.C1(C=O)CCCC1.[BH3-]C#N.[Na+], predict the reaction product. The product is: [CH:1]1([CH2:6][NH:7][C:8]2[CH:13]=[CH:12][C:11]([F:14])=[C:10]([F:15])[CH:9]=2)[CH2:2][CH2:3][CH2:4][CH2:5]1. (7) Given the reactants [Cl:1][C:2]1[C:11]2[C:6](=[CH:7][CH:8]=[C:9]([Cl:12])[CH:10]=2)[N:5]=[CH:4][C:3]=1[C:13]([OH:15])=O.ClC1C2C(=CC=C(Cl)C=2)N=CC=1C(OCC)=O.CN([C:36]([O:40][N:41]1N=NC2C=CC=N[C:42]1=2)=[N+](C)C)C.F[P-](F)(F)(F)(F)F.CCN(C(C)C)C(C)C.Cl.CNOC, predict the reaction product. The product is: [CH3:36][O:40][N:41]([CH3:42])[C:13]([C:3]1[CH:4]=[N:5][C:6]2[C:11]([C:2]=1[Cl:1])=[CH:10][C:9]([Cl:12])=[CH:8][CH:7]=2)=[O:15].